From a dataset of Reaction yield outcomes from USPTO patents with 853,638 reactions. Predict the reaction yield, written as a fraction of the theoretical maximum amount of product (1.0 means a 100% yield; for example, 0.34 means a 34% yield). (1) The reactants are [CH2:1]([N:8]1[CH2:13][CH2:12][C:11]([OH:22])([C:14]2[CH:15]=[N:16][CH:17]=[CH:18][C:19]=2[CH2:20]O)[CH2:10][CH2:9]1)[C:2]1[CH:7]=[CH:6][CH:5]=[CH:4][CH:3]=1.C(N(CC)CC)C.CS(Cl)(=O)=O. The catalyst is O1CCCC1. The product is [CH2:1]([N:8]1[CH2:13][CH2:12][C:11]2([C:14]3[CH:15]=[N:16][CH:17]=[CH:18][C:19]=3[CH2:20][O:22]2)[CH2:10][CH2:9]1)[C:2]1[CH:3]=[CH:4][CH:5]=[CH:6][CH:7]=1. The yield is 0.570. (2) The reactants are Br[C:2]1[S:3][C:4]2[CH:10]=[C:9]([CH2:11][N:12]3[C:16]4[CH:17]=[C:18]([O:23][CH3:24])[C:19]([O:21][CH3:22])=[CH:20][C:15]=4[N:14]=[CH:13]3)[CH:8]=[CH:7][C:5]=2[N:6]=1.[CH:25]1([CH2:31][NH2:32])[CH2:30][CH2:29][CH2:28][CH2:27][CH2:26]1.CCN(C(C)C)C(C)C. The catalyst is CC(N(C)C)=O. The product is [CH:25]1([CH2:31][NH:32][C:2]2[S:3][C:4]3[CH:10]=[C:9]([CH2:11][N:12]4[C:16]5[CH:17]=[C:18]([O:23][CH3:24])[C:19]([O:21][CH3:22])=[CH:20][C:15]=5[N:14]=[CH:13]4)[CH:8]=[CH:7][C:5]=3[N:6]=2)[CH2:30][CH2:29][CH2:28][CH2:27][CH2:26]1. The yield is 0.330. (3) The reactants are F[C:2]1[CH:7]=[CH:6][C:5]([CH2:8][CH2:9][OH:10])=[CH:4][C:3]=1[N+:11]([O-:13])=[O:12].[SH:14][CH2:15][C:16]([OH:18])=[O:17].C(=O)([O-])[O-].[K+].[K+].CN(C=O)C. The catalyst is O. The product is [OH:10][CH2:9][CH2:8][C:5]1[CH:6]=[CH:7][C:2]([S:14][CH2:15][C:16]([OH:18])=[O:17])=[C:3]([N+:11]([O-:13])=[O:12])[CH:4]=1. The yield is 0.600. (4) The reactants are [H-].[Na+].[Br:3][C:4]1[C:5]([O:17][CH3:18])=[CH:6][C:7]([CH:14]([CH3:16])[CH3:15])=[C:8]([CH:13]=1)[O:9][CH2:10][C:11]#[N:12].[CH:19]([O:21][CH2:22]C)=O.IC. No catalyst specified. The product is [Br:3][C:4]1[C:5]([O:17][CH3:18])=[CH:6][C:7]([CH:14]([CH3:16])[CH3:15])=[C:8]([CH:13]=1)[O:9][C:10](=[CH:19][O:21][CH3:22])[C:11]#[N:12]. The yield is 0.480. (5) The reactants are [CH2:1]1[CH2:6][C@H:5]([C:7]([OH:9])=[O:8])[CH2:4][CH2:3][C@H:2]1[CH2:10][NH2:11].[C:12]([O:15][CH:16]([O:20][C:21](ON1C(=O)CCC1=O)=[O:22])[CH:17]([CH3:19])[CH3:18])(=[O:14])[CH3:13]. The catalyst is CC(OC)(C)C.CC(C)=O.O. The product is [C:12]([O:15][CH:16]([O:20][C:21]([NH:11][CH2:10][C@H:2]1[CH2:3][CH2:4][C@H:5]([C:7]([OH:9])=[O:8])[CH2:6][CH2:1]1)=[O:22])[CH:17]([CH3:19])[CH3:18])(=[O:14])[CH3:13]. The yield is 0.280.